Dataset: Forward reaction prediction with 1.9M reactions from USPTO patents (1976-2016). Task: Predict the product of the given reaction. (1) The product is: [I:7][C:8]1[CH:16]=[CH:15][C:14]([C:17]([F:19])([F:20])[F:18])=[CH:13][C:9]=1[CH2:10][OH:11]. Given the reactants B.C1COCC1.[I:7][C:8]1[CH:16]=[CH:15][C:14]([C:17]([F:20])([F:19])[F:18])=[CH:13][C:9]=1[C:10](O)=[O:11], predict the reaction product. (2) Given the reactants C(OC([NH:8][C@H:9]([C:22]([O:24]C(C)(C)C)=[O:23])[CH2:10]/[CH:11]=[C:12](\[CH2:18][CH2:19][CH2:20][F:21])/[C:13]([O:15]CC)=[O:14])=O)(C)(C)C.Cl, predict the reaction product. The product is: [NH2:8][C@H:9]([C:22]([OH:24])=[O:23])[CH2:10]/[CH:11]=[C:12](\[CH2:18][CH2:19][CH2:20][F:21])/[C:13]([OH:15])=[O:14]. (3) Given the reactants F[P-](F)(F)(F)(F)F.N1(O[P+](N(C)C)(N(C)C)N(C)C)C2C=CC=CC=2N=N1.[C:28]12([CH2:38][NH:39][C:40]([C:42]3[C:43]4[N:44]([N:48]=[C:49]([C:51](O)=[O:52])[CH:50]=4)[CH:45]=[CH:46][CH:47]=3)=[O:41])[CH2:37][CH:32]3[CH2:33][CH:34]([CH2:36][CH:30]([CH2:31]3)[CH2:29]1)[CH2:35]2.[NH:54]1[CH2:58][CH2:57][C@@H:56]([NH:59][C:60](=[O:66])[O:61][C:62]([CH3:65])([CH3:64])[CH3:63])[CH2:55]1.CN(C=O)C, predict the reaction product. The product is: [C:62]([O:61][C:60](=[O:66])[NH:59][C@@H:56]1[CH2:57][CH2:58][N:54]([C:51]([C:49]2[CH:50]=[C:43]3[C:42]([C:40](=[O:41])[NH:39][CH2:38][C:28]45[CH2:37][CH:32]6[CH2:33][CH:34]([CH2:36][CH:30]([CH2:31]6)[CH2:29]4)[CH2:35]5)=[CH:47][CH:46]=[CH:45][N:44]3[N:48]=2)=[O:52])[CH2:55]1)([CH3:65])([CH3:63])[CH3:64]. (4) Given the reactants [NH2:1][C:2]1[CH:10]=[C:9]([O:11][CH3:12])[C:8]([O:13][CH3:14])=[CH:7][C:3]=1[C:4]([NH2:6])=[O:5].[CH:15]([C:17]1[CH:27]=[C:26]([CH3:28])[C:20]([O:21][CH2:22][C:23]([NH2:25])=[O:24])=[C:19]([CH3:29])[CH:18]=1)=O.S([O-])(O)=O.[Na+].C1(C)C=CC(S(O)(=O)=O)=CC=1, predict the reaction product. The product is: [CH3:14][O:13][C:8]1[CH:7]=[C:3]2[C:2](=[CH:10][C:9]=1[O:11][CH3:12])[N:1]=[C:15]([C:17]1[CH:27]=[C:26]([CH3:28])[C:20]([O:21][CH2:22][C:23]([NH2:25])=[O:24])=[C:19]([CH3:29])[CH:18]=1)[NH:6][C:4]2=[O:5]. (5) Given the reactants [Br:1][C:2]1[CH:7]=[CH:6][C:5](F)=[C:4]([N+:9]([O-:11])=[O:10])[CH:3]=1.CC[N:14]([CH:18]([CH3:20])[CH3:19])C(C)C, predict the reaction product. The product is: [Br:1][C:2]1[CH:7]=[CH:6][C:5]([NH:9][C:4]2[CH:3]=[CH:2][CH:19]=[C:18]([NH2:14])[CH:20]=2)=[C:4]([N+:9]([O-:11])=[O:10])[CH:3]=1. (6) Given the reactants Br[C:2]1[CH:7]=[CH:6][C:5]([S:8]([N:11]2[CH2:21][CH2:20][CH2:19][C:13]3([C:17](=[O:18])[NH:16][CH2:15][CH2:14]3)[CH2:12]2)(=[O:10])=[O:9])=[CH:4][C:3]=1[C:22]([F:25])([F:24])[F:23].[C:26](=O)([O-])[O-].[K+].[K+].CB1OB(C)OB(C)O1, predict the reaction product. The product is: [CH3:26][C:2]1[CH:7]=[CH:6][C:5]([S:8]([N:11]2[CH2:21][CH2:20][CH2:19][C:13]3([C:17](=[O:18])[NH:16][CH2:15][CH2:14]3)[CH2:12]2)(=[O:10])=[O:9])=[CH:4][C:3]=1[C:22]([F:25])([F:24])[F:23]. (7) Given the reactants CC1OC(CC2CCC(C3SC(C4C=CC(N)=CC=4)=CN=3)CC2)=NN=1.[CH3:26][C:27]([N:34]1[CH2:39][CH2:38][CH:37]([C:40]2[S:41][C:42]([C:45]3[CH:50]=[CH:49][C:48]([N+:51]([O-])=O)=[CH:47][CH:46]=3)=[CH:43][N:44]=2)[CH2:36][CH2:35]1)([CH3:33])[C:28]([O:30][CH2:31][CH3:32])=[O:29], predict the reaction product. The product is: [NH2:51][C:48]1[CH:49]=[CH:50][C:45]([C:42]2[S:41][C:40]([CH:37]3[CH2:38][CH2:39][N:34]([C:27]([CH3:26])([CH3:33])[C:28]([O:30][CH2:31][CH3:32])=[O:29])[CH2:35][CH2:36]3)=[N:44][CH:43]=2)=[CH:46][CH:47]=1. (8) The product is: [CH3:7][C:4]1[C:3]([CH2:35][N:30]2[CH2:31][CH2:32][CH2:33][CH:29]2[CH2:28][NH:27][C:23]2[N:24]=[C:25]([NH2:26])[N:20]3[N:19]=[C:18]([C:14]4[O:13][CH:17]=[CH:16][CH:15]=4)[N:34]=[C:21]3[N:22]=2)=[C:2]([CH3:1])[O:6][N:5]=1. Given the reactants [CH3:1][C:2]1[O:6][N:5]=[C:4]([CH2:7]OS(C)(=O)=O)[CH:3]=1.[O:13]1[CH:17]=[CH:16][CH:15]=[C:14]1[C:18]1[N:34]=[C:21]2[N:22]=[C:23]([NH:27][CH2:28][CH:29]3[CH2:33][CH2:32][CH2:31][NH:30]3)[N:24]=[C:25]([NH2:26])[N:20]2[N:19]=1.[CH3:35]CN(CC)CC, predict the reaction product. (9) The product is: [C:3]([O:7][C:8]([N:9]1[CH2:13][CH2:14][C:22]([C:21]2[CH:25]=[CH:26][C:18]([Cl:17])=[CH:19][CH:20]=2)([C:23]#[N:24])[CH2:11][CH2:10]1)=[O:16])([CH3:6])([CH3:5])[CH3:4]. Given the reactants [H-].[Na+].[C:3]([O:7][C:8](=[O:16])[N:9]([CH2:13][CH2:14]Cl)[CH2:10][CH2:11]Cl)([CH3:6])([CH3:5])[CH3:4].[Cl:17][C:18]1[CH:26]=[CH:25][C:21]([CH2:22][C:23]#[N:24])=[CH:20][CH:19]=1, predict the reaction product. (10) Given the reactants [CH3:1][O:2][C:3](=[O:36])[CH2:4][C@H:5]1[C:9]2[CH:10]=[CH:11][C:12]([O:14][C@H:15]3[C:23]4[C:18](=[C:19]([O:25][C:26]5[CH:31]=[CH:30][C:29]([CH:32]=O)=[CH:28][C:27]=5[C:34]#[N:35])[CH:20]=[CH:21][C:22]=4[F:24])[CH2:17][CH2:16]3)=[CH:13][C:8]=2[O:7][CH2:6]1.[NH:37]1[CH2:42][CH2:41][CH2:40][CH2:39][CH2:38]1.C(O[BH-](OC(=O)C)OC(=O)C)(=O)C.[Na+], predict the reaction product. The product is: [CH3:1][O:2][C:3](=[O:36])[CH2:4][C@H:5]1[C:9]2[CH:10]=[CH:11][C:12]([O:14][C@H:15]3[C:23]4[C:18](=[C:19]([O:25][C:26]5[CH:31]=[CH:30][C:29]([CH2:32][N:37]6[CH2:42][CH2:41][CH2:40][CH2:39][CH2:38]6)=[CH:28][C:27]=5[C:34]#[N:35])[CH:20]=[CH:21][C:22]=4[F:24])[CH2:17][CH2:16]3)=[CH:13][C:8]=2[O:7][CH2:6]1.